Dataset: Drug-target binding data from BindingDB using IC50 measurements. Task: Regression. Given a target protein amino acid sequence and a drug SMILES string, predict the binding affinity score between them. We predict pIC50 (pIC50 = -log10(IC50 in M); higher means more potent). Dataset: bindingdb_ic50. (1) The compound is O=C1c2ccccc2CN1CCSC(=S)N1CCCCCC1. The target protein sequence is MLFSRFVLLAFGSVAAVSASSIYARGRGGSSTDQPVANPYNTKEISLAAGLVQQTYCDSTENGLKIGDSELLYTMGEGYARQRVNIYHSPSLGIAVAIEGTNLFSLNSDLHDAKFWQEDPNERYIQYYPKGTKLMHGFQQAYNDLMDDIFTAVKKYKKEKNEKRVTVIGHSLGAAMGLLCAMDIELRMDGGLYKTYLFGLPRLGNPTFASFVDQKIGDKFHSIINGRDWVPTVPPRALGYQHPSDYVWIYPGNSTSAKLYPGQENVHGILTVAREFNFDDHQGIYFHTQIGAVMGECPAQVGAH. The pIC50 is 4.6. (2) The drug is Cn1cncc1C(OCc1ccc(C#N)cc1C(=O)Nc1cccc(Cl)c1)c1ccc(C#N)cc1. The target protein (Q5EAD5) has sequence MAATEDERPTGSGEGERLDFLRDRHVRFFQRCLQVLPERYSSLETSRLTIAFFALSGLDMLDSLDVVNKDDIIEWIYSLQVLPTEDRSNLNRCGFRGSSYLGIPFNPSKNPGTAHPYDSGHIAMTYTGLSCLVILGDDLSRVNKEACLAGLRALQLEDGSFCAVPEGSENDMRFVYCASCICYMLNNWSGMDMKKAINYIRRSMSYDNGLAQGAGLESHGGSTFCGIASLCLMGKLEEVFSEKELNRIKRWCIMRQQNGYHGRPNKPVDTCYSFWVGATLKLLKIFQYTNFEKNRNYILSTQDRLVGGFAKWPDSHPDALHAYFGICGLSLMEESGICKVHPALNVSTRTSERLRDLHQSWKTKDSKQCSENVHIST. The pIC50 is 5.2. (3) The target protein (P12276) has sequence MEDVVIAGIAGKLPESENLQEFWENLLNGVDMVTEDDRRWKPGIYGLPKRNGKLKDIKKFDASFFGVHPKQAHTMDPQLRLLLEVSYEAILDGGINPTALRGTDTGVWVGASGSEALEALSQDPEELLGYSMTGCQRAMLANRISYFYDFTGPSLTIDTACSSSLMALENAYKAIRHGQCSAALVGGVNILLKPNTSVQFMKLGMLSPDGACKAFDVSGNGYCRSEAVVVVLLTKKSMAKRVYATIVNAGSNTDGFKEQGVTFPSGEMQQQLVGSLYRECGIKPGDVEYVEAHGTGTKVGDPQEVNGIVNVFCQCEREPLLIGSTKSNMGHPEPASGLAALAKVILSLEHGLWAPNLHFNDPNPDIPALHDGSLKVVCKPTPVKGGLVSINSFGFGGSNAHVILRPNEKKCQPQETCNLPRLVQVCGRTQEAVEILIEESRKHGGCSPFLSLLSDISAVPVSSMPYRGYTLVGTESDITEIQQVQASGRPLWYICSGMGT.... The pIC50 is 4.9. The drug is C/C=C/C/C=C/CCC(=O)[C@H]1O[C@H]1C(N)=O. (4) The drug is COC(=O)[C@H](CO)NC(=O)[C@H](CCCCN(C(C)=O)C1CC2CCC1C2)NC(=O)[C@H](CC(C)C)NC(=O)[C@H](C)NC(=O)[C@H](Cc1ccccc1)NC(=O)CNC(=O)c1ccccc1. The target protein (Q8N8U2) has sequence MASGDLYEVERIVDKRKNKKGKWEYLIRWKGYGSTEDTWEPEHHLLHCEEFIDEFNGLHMSKDKRIKSGKQSSTSKLLRDSRGPSVEKLSHRPSDPGKSKGTSHKRKRINPPLAKPKKGYSGKPSSGGDRATKTVSYRTTPSGLQIMPLKKSQNGMENGDAGSEKDERHFGNGSHQPGLDLNDHVGEQDMGECDVNHATLAENGLGSALTNGGLNLHSPVKRKLEAEKDYVFDKRLRYSVRQNESNCRFRDIVVRKEEGFTHILLSSQTSDNNALTPEIMKEVRRALCNAATDDSKLLLLSAVGSVFCSGLDYSYLIGRLSSDRRKESTRIAEAIRDFVKAFIQFKKPIVVAINGPALGLGASILPLCDIVWASEKAWFQTPYATIRLTPAGCSSYTFPQILGVALANEMLFCGRKLTAQEACSRGLVSQVFWPTTFSQEVMLRVKEMASCSAVVLEESKCLVRSFLKSVLEDVNEKECLMLKQLWSSSKGLDSLFSYLQ.... The pIC50 is 4.4. (5) The compound is OC(CN1CCC(Cc2ccc(F)cc2)CC1)c1ccc(Cl)cc1. The target protein sequence is TAGFYRIPVLGLTTRMSIYSDKSIHLSFLRTVPPYSHQSSVWFEMMRVYSWNHIILLVSDDHEGRAARKRLETLLEERESKAEKVLQFDPGTKNVTALLMEARELEARVIILSASEDDAATVYRAAAMLNMTGSGYVWLVGEREISGNALRYAPDGIIGLQLINGKNESAHISDAVGVVAQAVHELLEKENITEPPRGCVGNTNIWKTGPLFKRVLMSSKYADGVTGRVEFNKDGDRKFANYS. The pIC50 is 5.0.